This data is from Full USPTO retrosynthesis dataset with 1.9M reactions from patents (1976-2016). The task is: Predict the reactants needed to synthesize the given product. (1) Given the product [CH2:24]([NH:26][C:21]([C:18]1[CH:17]=[CH:16][C:15]([O:14][CH2:13][C:3]2[C:4]([C:7]3[CH:12]=[CH:11][CH:10]=[CH:9][N:8]=3)=[N:5][O:6][C:2]=2[CH3:1])=[CH:20][N:19]=1)=[O:23])[CH3:25], predict the reactants needed to synthesize it. The reactants are: [CH3:1][C:2]1[O:6][N:5]=[C:4]([C:7]2[CH:12]=[CH:11][CH:10]=[CH:9][N:8]=2)[C:3]=1[CH2:13][O:14][C:15]1[CH:16]=[CH:17][C:18]([C:21]([OH:23])=O)=[N:19][CH:20]=1.[CH2:24]([NH2:26])[CH3:25]. (2) Given the product [NH2:1][C@H:2]([C:10]([NH:12][C@H:13]([C:15]([O:17][C:18]([CH3:19])([CH3:21])[CH3:20])=[O:16])[CH3:14])=[O:11])[CH2:3][C:4]1[CH:9]=[CH:8][CH:7]=[CH:6][CH:5]=1, predict the reactants needed to synthesize it. The reactants are: [NH:1](C(OCC1C2C(=CC=CC=2)C2C1=CC=CC=2)=O)[C@H:2]([C:10]([NH:12][C@H:13]([C:15]([O:17][C:18]([CH3:21])([CH3:20])[CH3:19])=[O:16])[CH3:14])=[O:11])[CH2:3][C:4]1[CH:9]=[CH:8][CH:7]=[CH:6][CH:5]=1.C(NCC)C. (3) Given the product [NH2:9][C@H:8]1[C@@H:2]([F:1])[CH2:3][O:4][C@H:5]([C:17]2[N:21]([CH3:22])[N:20]=[CH:19][C:18]=2[NH:23][C:39]([C:37]2[N:38]=[C:34]([C:28]3[C:27]([F:26])=[CH:32][CH:31]=[CH:30][C:29]=3[F:33])[S:35][CH:36]=2)=[O:40])[CH2:6][CH2:7]1, predict the reactants needed to synthesize it. The reactants are: [F:1][C@@H:2]1[C@H:8]([NH:9]C(=O)OC(C)(C)C)[CH2:7][CH2:6][C@@H:5]([C:17]2[N:21]([CH3:22])[N:20]=[CH:19][C:18]=2[N+:23]([O-])=O)[O:4][CH2:3]1.[F:26][C:27]1[CH:32]=[CH:31][CH:30]=[C:29]([F:33])[C:28]=1[C:34]1[S:35][CH:36]=[C:37]([C:39](O)=[O:40])[N:38]=1.